From a dataset of Full USPTO retrosynthesis dataset with 1.9M reactions from patents (1976-2016). Predict the reactants needed to synthesize the given product. The reactants are: C[Si]([N-][Si](C)(C)C)(C)C.[Li+].C[CH:12]([CH:16]([CH3:24])[CH2:17][C:18]1[CH:23]=[CH:22][CH:21]=[CH:20][CH:19]=1)C([O-])=O.[Cl:25][CH2:26][C@@H:27]([OH:34])[CH2:28][C:29](OCC)=[O:30].[C:35]([OH:38])(=[O:37])[CH3:36]. Given the product [Cl:25][CH2:26][CH:27]([OH:34])[CH2:28][C:29](=[O:30])[CH2:36][C:35]([O:38][C:16]([CH3:12])([CH3:24])[CH2:17][C:18]1[CH:19]=[CH:20][CH:21]=[CH:22][CH:23]=1)=[O:37], predict the reactants needed to synthesize it.